This data is from Reaction yield outcomes from USPTO patents with 853,638 reactions. The task is: Predict the reaction yield, written as a fraction of the theoretical maximum amount of product (1.0 means a 100% yield; for example, 0.34 means a 34% yield). (1) The reactants are C(OC(=O)[NH:7][C:8]1[CH:13]=[C:12]([O:14][C:15]2[CH:20]=[CH:19][C:18]([NH:21][C:22]([O:24][CH2:25][C:26]3[CH:31]=[CH:30][CH:29]=[CH:28][CH:27]=3)=[O:23])=[CH:17][C:16]=2[F:32])[CH:11]=[CH:10][N:9]=1)(C)(C)C.Cl.C(OCC)(=O)C.[OH-].[Na+]. The catalyst is C(OCC)C. The product is [CH2:25]([O:24][C:22](=[O:23])[NH:21][C:18]1[CH:19]=[CH:20][C:15]([O:14][C:12]2[CH:11]=[CH:10][N:9]=[C:8]([NH2:7])[CH:13]=2)=[C:16]([F:32])[CH:17]=1)[C:26]1[CH:27]=[CH:28][CH:29]=[CH:30][CH:31]=1. The yield is 0.117. (2) The reactants are [CH3:1][C:2]([OH:19])([CH3:18])[CH2:3][N:4]1[CH:8]=[C:7](B2OC(C)(C)C(C)(C)O2)[CH:6]=[N:5]1.[Cl:20][C:21]1[N:26]=[C:25](Cl)[CH:24]=[CH:23][N:22]=1.P([O-])([O-])([O-])=O.[K+].[K+].[K+].C1COCC1. The catalyst is O. The product is [Cl:20][C:21]1[N:26]=[C:25]([C:7]2[CH:6]=[N:5][N:4]([CH2:3][C:2]([CH3:1])([OH:19])[CH3:18])[CH:8]=2)[CH:24]=[CH:23][N:22]=1. The yield is 0.560. (3) The reactants are [NH2:1][C:2]1[CH:3]=[N:4][NH:5][C:6]=1[N:7]1[CH2:12][CH2:11][CH:10]([CH2:13][NH:14]C(=O)OC(C)(C)C)[CH2:9][CH2:8]1.C(OC([NH:29][C:30]1[S:34][C:33]([C:35]2[C:40]([F:41])=[CH:39][CH:38]=[CH:37][C:36]=2[F:42])=[N:32][C:31]=1[C:43](O)=[O:44])=O)(C)(C)C.[CH3:46]N(C(ON1N=NC2C=CC=NC1=2)=[N+](C)C)C.F[P-](F)(F)(F)(F)F. No catalyst specified. The product is [NH2:29][C:30]1[S:34][C:33]([C:35]2[C:40]([F:41])=[CH:39][CH:38]=[CH:37][C:36]=2[F:42])=[N:32][C:31]=1[C:43]([NH:1][C:2]1[CH:3]=[N:4][N:5]([CH3:46])[C:6]=1[N:7]1[CH2:8][CH2:9][CH:10]([CH2:13][NH2:14])[CH2:11][CH2:12]1)=[O:44]. The yield is 0.210. (4) The reactants are [CH3:1][O:2][C:3]1[CH:4]=[C:5]2[C:10](=[CH:11][CH:12]=1)[CH:9](O)[CH2:8][CH2:7][CH2:6]2. The catalyst is C1(C)C=CC=CC=1. The product is [CH3:1][O:2][C:3]1[CH:4]=[C:5]2[C:10]([CH:9]=[CH:8][CH2:7][CH2:6]2)=[CH:11][CH:12]=1. The yield is 0.960. (5) The reactants are [OH:1][C:2]1[CH:11]=[C:10]([NH:12][S:13]([C:16]2[CH:17]=[C:18]([C:22]3[CH:27]=[CH:26][CH:25]=[CH:24][C:23]=3[OH:28])[CH:19]=[CH:20][CH:21]=2)(=[O:15])=[O:14])[CH:9]=[CH:8][C:3]=1[C:4]([O:6]C)=[O:5]. The catalyst is [OH-].[Na+]. The product is [OH:1][C:2]1[CH:11]=[C:10]([NH:12][S:13]([C:16]2[CH:17]=[C:18]([C:22]3[CH:27]=[CH:26][CH:25]=[CH:24][C:23]=3[OH:28])[CH:19]=[CH:20][CH:21]=2)(=[O:15])=[O:14])[CH:9]=[CH:8][C:3]=1[C:4]([OH:6])=[O:5]. The yield is 0.630.